This data is from Plasma protein binding rate (PPBR) regression data from AstraZeneca. The task is: Regression/Classification. Given a drug SMILES string, predict its absorption, distribution, metabolism, or excretion properties. Task type varies by dataset: regression for continuous measurements (e.g., permeability, clearance, half-life) or binary classification for categorical outcomes (e.g., BBB penetration, CYP inhibition). For this dataset (ppbr_az), we predict Y. (1) The molecule is CCN(CCO)C(=O)c1cc2cccnn2c1-c1cccc(C(F)(F)F)c1. The Y is 95.7 %. (2) The drug is COc1ccc(Cl)cc1NC(=O)CCS(=O)(=O)c1ccc(C)cc1. The Y is 97.8 %. (3) The drug is C[C@]12N[C@H](Cc3ccccc31)c1ccccc12. The Y is 47.1 %. (4) The compound is CN[C@@H](C)C(=O)N[C@H](C(=O)N[C@H]1CCCN(CCc2ccc(Br)cc2)C1)C(C)(C)C. The Y is 97.7 %. (5) The drug is O=C1COc2ccc(CNC3CCN(CCN4C(=O)COc5ccc(OC(F)(F)F)cc54)CC3)nc2N1. The Y is 97.9 %. (6) The molecule is CNC(=O)c1snnc1-c1ccccc1. The Y is 43.7 %. (7) The compound is CC(C)C(NC(=O)c1ccccc1)C(=O)c1ccc([N+](=O)[O-])cc1. The Y is 95.8 %. (8) The drug is O=C(NO)C1COC(c2ccc(F)c(C(F)(F)F)c2)=N1. The Y is 91.6 %. (9) The molecule is Cc1c(Cl)ccc(OC2CCN(C[C@H](O)CNC(=O)c3c[nH]c(=O)cc3C(F)(F)F)CC2)c1Cl. The Y is 96.7 %.